The task is: Predict which catalyst facilitates the given reaction.. This data is from Catalyst prediction with 721,799 reactions and 888 catalyst types from USPTO. (1) Reactant: Cl[C:2]1[CH:7]=[C:6]([Cl:8])[N:5]=[C:4]([O:9][CH3:10])[N:3]=1.[Cl:11][C:12]1[CH:17]=[CH:16][C:15]([CH2:18][CH2:19][NH2:20])=[CH:14][CH:13]=1.C(=O)(O)[O-].[Na+].O. Product: [Cl:8][C:6]1[N:5]=[C:4]([O:9][CH3:10])[N:3]=[C:2]([NH:20][CH2:19][CH2:18][C:15]2[CH:16]=[CH:17][C:12]([Cl:11])=[CH:13][CH:14]=2)[CH:7]=1. The catalyst class is: 14. (2) Reactant: [F:1][C:2]1[CH:7]=[CH:6][C:5]([C:8]([C:10]2[CH:15]=[C:14]([CH3:16])[CH:13]=[CH:12][C:11]=2[O:17][CH3:18])=[O:9])=[CH:4][CH:3]=1.[Br:19]N1C(=O)CCC1=O. Product: [Br:19][CH2:16][C:14]1[CH:13]=[CH:12][C:11]([O:17][CH3:18])=[C:10]([C:8]([C:5]2[CH:6]=[CH:7][C:2]([F:1])=[CH:3][CH:4]=2)=[O:9])[CH:15]=1. The catalyst class is: 734. (3) Reactant: [H-].[Na+].[Br:3][C:4]1[N:5]=[C:6]([O:11]C)[C:7]([NH2:10])=[N:8][CH:9]=1.[Cl:13][C:14]1[CH:15]=[C:16]([S:21](Cl)(=[O:23])=[O:22])[CH:17]=[C:18]([Cl:20])[CH:19]=1.Cl. Product: [Br:3][C:4]1[N:5]=[C:6]([OH:11])[C:7]([NH:10][S:21]([C:16]2[CH:15]=[C:14]([Cl:13])[CH:19]=[C:18]([Cl:20])[CH:17]=2)(=[O:23])=[O:22])=[N:8][CH:9]=1. The catalyst class is: 90. (4) Product: [C:1]([O:5][C:6](=[O:24])[NH:7][C:8]1[O:12][N:11]=[C:10]([C:13]([CH3:23])([CH3:22])[CH2:14][OH:15])[CH:9]=1)([CH3:4])([CH3:2])[CH3:3]. Reactant: [C:1]([O:5][C:6](=[O:24])[NH:7][C:8]1[O:12][N:11]=[C:10]([C:13]([CH3:23])([CH3:22])[CH2:14][O:15]C2CCCCO2)[CH:9]=1)([CH3:4])([CH3:3])[CH3:2].C1(C)C=CC(S([O-])(=O)=O)=CC=1.[NH+]1C=CC=CC=1. The catalyst class is: 8. (5) Reactant: F[C:2]1[N:29]=[CH:28][C:5]2[N:6]=[CH:7][N:8]=[C:9]([NH:10][C:11]3[CH:12]=[C:13]4[C:17](=[CH:18][CH:19]=3)[N:16]([CH2:20][C:21]3[CH:26]=[CH:25][CH:24]=[C:23]([F:27])[CH:22]=3)[N:15]=[CH:14]4)[C:4]=2[CH:3]=1.[CH3:30][O:31][C:32]1[CH:39]=[CH:38][C:35]([CH2:36][NH2:37])=[CH:34][CH:33]=1. Product: [F:27][C:23]1[CH:22]=[C:21]([CH:26]=[CH:25][CH:24]=1)[CH2:20][N:16]1[C:17]2[C:13](=[CH:12][C:11]([NH:10][C:9]3[C:4]4[CH:3]=[C:2]([NH:37][CH2:36][C:35]5[CH:38]=[CH:39][C:32]([O:31][CH3:30])=[CH:33][CH:34]=5)[N:29]=[CH:28][C:5]=4[N:6]=[CH:7][N:8]=3)=[CH:19][CH:18]=2)[CH:14]=[N:15]1. The catalyst class is: 16. (6) Reactant: C(OC[N:9]1[CH:13]=[C:12]([C:14]2[CH2:18][CH:17]([N:19]([C:22]3[CH:27]=[CH:26][C:25]([C:28]#[N:29])=[C:24]([C:30]([F:33])([F:32])[F:31])[CH:23]=3)[CH2:20][CH3:21])[CH2:16][CH:15]=2)[N:11]=[CH:10]1)(=O)C(C)(C)C.Br[CH2:35][C:36](=[O:39])[CH2:37][CH3:38].N. Product: [CH2:20]([N:19]([CH:17]1[CH2:16][CH:15]=[C:14]([C:12]2[N:11]([CH2:35][C:36](=[O:39])[CH2:37][CH3:38])[CH:10]=[N:9][CH:13]=2)[CH2:18]1)[C:22]1[CH:27]=[CH:26][C:25]([C:28]#[N:29])=[C:24]([C:30]([F:32])([F:33])[F:31])[CH:23]=1)[CH3:21]. The catalyst class is: 5.